Dataset: Forward reaction prediction with 1.9M reactions from USPTO patents (1976-2016). Task: Predict the product of the given reaction. (1) Given the reactants [C:1]([O:5][C:6](=[O:19])[NH:7][C@@H:8]([C@@H:16]1[CH2:18][O:17]1)[CH2:9][C:10]1[CH:15]=[CH:14][CH:13]=[CH:12][CH:11]=1)([CH3:4])([CH3:3])[CH3:2].[N:20]1[C:24]2[CH:25]=[CH:26][CH:27]=[CH:28][C:23]=2[NH:22][CH:21]=1, predict the reaction product. The product is: [C:1]([O:5][C:6](=[O:19])[NH:7][C@H:8]([CH2:9][C:10]1[CH:15]=[CH:14][CH:13]=[CH:12][CH:11]=1)[C@@H:16]([OH:17])[CH2:18][N:20]1[C:24]2[CH:25]=[CH:26][CH:27]=[CH:28][C:23]=2[N:22]=[CH:21]1)([CH3:4])([CH3:3])[CH3:2]. (2) Given the reactants NC1C=CC(F)=CC=1C(NC)=O.Cl[C:14]1[C:19]([C:20]([F:23])([F:22])[F:21])=[CH:18][N:17]=[C:16]([NH:24][C:25]2[CH:39]=[CH:38][C:28]([CH2:29][P:30](=[O:37])([O:34][CH2:35][CH3:36])[O:31][CH2:32][CH3:33])=[CH:27][C:26]=2[O:40][CH3:41])[N:15]=1.[NH2:42][C:43]1[CH:52]=[CH:51][CH:50]=[C:49]2[C:44]=1[C:45](=[O:60])[C:46]([CH3:59])=[CH:47][N:48]2[CH2:53][C:54]([O:56][CH2:57][CH3:58])=[O:55], predict the reaction product. The product is: [CH2:57]([O:56][C:54](=[O:55])[CH2:53][N:48]1[C:49]2[C:44](=[C:43]([NH:42][C:14]3[C:19]([C:20]([F:21])([F:23])[F:22])=[CH:18][N:17]=[C:16]([NH:24][C:25]4[CH:39]=[CH:38][C:28]([CH2:29][P:30]([O:34][CH2:35][CH3:36])([O:31][CH2:32][CH3:33])=[O:37])=[CH:27][C:26]=4[O:40][CH3:41])[N:15]=3)[CH:52]=[CH:51][CH:50]=2)[C:45](=[O:60])[C:46]([CH3:59])=[CH:47]1)[CH3:58]. (3) Given the reactants [CH3:1][C:2]1[CH:3]=[C:4]([C:18]([OH:20])=O)[NH:5][C:6]=1[CH:7]=[C:8]1[C:16]2[C:11](=[CH:12][CH:13]=[CH:14][CH:15]=2)[NH:10][C:9]1=[O:17].[NH2:21][CH2:22][CH2:23][CH2:24][CH2:25][OH:26].CCN(CC)CC, predict the reaction product. The product is: [OH:26][CH2:25][CH2:24][CH2:23][CH2:22][NH:21][C:18]([C:4]1[NH:5][C:6]([CH:7]=[C:8]2[C:16]3[C:11](=[CH:12][CH:13]=[CH:14][CH:15]=3)[NH:10][C:9]2=[O:17])=[C:2]([CH3:1])[CH:3]=1)=[O:20]. (4) Given the reactants [CH3:1][C:2]1[CH:7]=[C:6]([C:8]2[CH:9]=[CH:10][C:11]3[N:17]4[CH2:18][C@H:14]([CH2:15][CH2:16]4)[NH:13][C:12]=3[N:19]=2)[CH:5]=[CH:4][N:3]=1.ClC(Cl)(O[C:24](=[O:30])OC(Cl)(Cl)Cl)Cl.C(N(CC)CC)C.[NH:39]1[CH2:44][CH2:43][CH2:42][CH2:41][CH2:40]1, predict the reaction product. The product is: [CH3:1][C:2]1[CH:7]=[C:6]([C:8]2[CH:9]=[CH:10][C:11]3[N:17]4[CH2:18][C@H:14]([CH2:15][CH2:16]4)[N:13]([C:24]([N:39]4[CH2:44][CH2:43][CH2:42][CH2:41][CH2:40]4)=[O:30])[C:12]=3[N:19]=2)[CH:5]=[CH:4][N:3]=1. (5) Given the reactants Br[C:2]1[N:3]=[CH:4][C:5]([NH:8][C:9](=[O:28])[C@@H:10]([C:17]2[CH:22]=[CH:21][C:20]([S:23]([CH3:26])(=[O:25])=[O:24])=[C:19]([Cl:27])[CH:18]=2)[CH2:11][CH:12]2[CH2:16][CH2:15][CH2:14][CH2:13]2)=[N:6][CH:7]=1.[CH3:29][N:30]([CH3:34])[CH2:31][C:32]#[CH:33].C(N(CC)C(C)C)(C)C, predict the reaction product. The product is: [Cl:27][C:19]1[CH:18]=[C:17]([C@@H:10]([CH2:11][CH:12]2[CH2:16][CH2:15][CH2:14][CH2:13]2)[C:9]([NH:8][C:5]2[CH:4]=[N:3][C:2]([C:33]#[C:32][CH2:31][N:30]([CH3:34])[CH3:29])=[CH:7][N:6]=2)=[O:28])[CH:22]=[CH:21][C:20]=1[S:23]([CH3:26])(=[O:25])=[O:24].